Task: Regression. Given a peptide amino acid sequence and an MHC pseudo amino acid sequence, predict their binding affinity value. This is MHC class I binding data.. Dataset: Peptide-MHC class I binding affinity with 185,985 pairs from IEDB/IMGT The peptide sequence is EPVDPRLEPW. The MHC is HLA-A02:02 with pseudo-sequence HLA-A02:02. The binding affinity (normalized) is 0.00520.